From a dataset of Forward reaction prediction with 1.9M reactions from USPTO patents (1976-2016). Predict the product of the given reaction. (1) Given the reactants [CH2:1]([C:4]1[N:5]([CH2:17][CH2:18][CH2:19][C:20]([O:22][CH2:23][CH3:24])=[O:21])[C:6]2[C:15]3[CH:14]=[CH:13][CH:12]=[CH:11][C:10]=3[N:9]=[CH:8][C:7]=2[N:16]=1)[CH2:2][CH3:3].C1C=C(Cl)C=C(C(OO)=[O:33])C=1, predict the reaction product. The product is: [O-:33][N+:9]1[C:10]2[CH:11]=[CH:12][CH:13]=[CH:14][C:15]=2[C:6]2[N:5]([CH2:17][CH2:18][CH2:19][C:20]([O:22][CH2:23][CH3:24])=[O:21])[C:4]([CH2:1][CH2:2][CH3:3])=[N:16][C:7]=2[CH:8]=1. (2) Given the reactants [CH3:1][O:2][C:3](=[O:21])/[CH:4]=[CH:5]/[C@@H:6]1[CH2:11][C@H:10]([OH:12])[CH2:9][CH2:8][N:7]1[C@@H](C1C=CC=CC=1)C.[C:30](O[C:30]([O:32][C:33]([CH3:36])([CH3:35])[CH3:34])=[O:31])([O:32][C:33]([CH3:36])([CH3:35])[CH3:34])=[O:31], predict the reaction product. The product is: [OH:12][C@@H:10]1[CH2:9][CH2:8][N:7]([C:30]([O:32][C:33]([CH3:34])([CH3:35])[CH3:36])=[O:31])[C@H:6]([CH2:5][CH2:4][C:3]([O:2][CH3:1])=[O:21])[CH2:11]1. (3) Given the reactants [C:1]([O:5][C:6]([N:8]1[CH:12]([C:13]([OH:15])=O)[CH:11]2[CH2:16][CH:9]1[CH2:10]2)=[O:7])([CH3:4])([CH3:3])[CH3:2].CN1C=CN=C1.CS(Cl)(=O)=O.[NH2:28][C:29]1[CH:34]=[CH:33][CH:32]=[C:31]([Br:35])[N:30]=1, predict the reaction product. The product is: [Br:35][C:31]1[N:30]=[C:29]([NH:28][C:13]([CH:12]2[CH:11]3[CH2:10][CH:9]([CH2:16]3)[N:8]2[C:6]([O:5][C:1]([CH3:2])([CH3:3])[CH3:4])=[O:7])=[O:15])[CH:34]=[CH:33][CH:32]=1. (4) Given the reactants C(=O)([O-])[O-].[Cs+].[Cs+].Cl[CH2:8][O:9][CH2:10][CH2:11][Si:12]([CH3:15])([CH3:14])[CH3:13].[N:16]1[CH:21]=[CH:20][C:19]([C:22]2[C:23]([C:27]3[CH:28]=[C:29]([CH:32]=[CH:33][CH:34]=3)[C:30]#[N:31])=[N:24][NH:25][CH:26]=2)=[CH:18][CH:17]=1, predict the reaction product. The product is: [N:16]1[CH:17]=[CH:18][C:19]([C:22]2[C:23]([C:27]3[CH:28]=[C:29]([CH:32]=[CH:33][CH:34]=3)[C:30]#[N:31])=[N:24][N:25]([CH2:8][O:9][CH2:10][CH2:11][Si:12]([CH3:15])([CH3:14])[CH3:13])[CH:26]=2)=[CH:20][CH:21]=1.